This data is from Peptide-MHC class I binding affinity with 185,985 pairs from IEDB/IMGT. The task is: Regression. Given a peptide amino acid sequence and an MHC pseudo amino acid sequence, predict their binding affinity value. This is MHC class I binding data. The peptide sequence is THEANTMAM. The MHC is HLA-B39:01 with pseudo-sequence HLA-B39:01. The binding affinity (normalized) is 0.619.